From a dataset of Forward reaction prediction with 1.9M reactions from USPTO patents (1976-2016). Predict the product of the given reaction. (1) Given the reactants [Br:1][C:2]1[CH:3]=[C:4]2[C:9](=[CH:10][CH:11]=1)[CH:8]=[C:7]([OH:12])[CH:6]=[CH:5]2.[CH2:13](Br)[C:14]1[CH:19]=[CH:18][CH:17]=[CH:16][CH:15]=1.C(=O)([O-])[O-].[K+].[K+], predict the reaction product. The product is: [CH2:13]([O:12][C:7]1[CH:6]=[CH:5][C:4]2[C:9](=[CH:10][CH:11]=[C:2]([Br:1])[CH:3]=2)[CH:8]=1)[C:14]1[CH:19]=[CH:18][CH:17]=[CH:16][CH:15]=1. (2) Given the reactants [NH2:1][CH2:2][C:3]1([CH2:7][NH:8][C:9]2[C:18]3[C:13](=[CH:14][CH:15]=[C:16]([C:19]([O:21]C)=[O:20])[CH:17]=3)[N:12]=[C:11]([N:23]3[CH2:29][C:28]4[CH:30]=[CH:31][CH:32]=[CH:33][C:27]=4[S:26](=[O:35])(=[O:34])[CH2:25][CH2:24]3)[CH:10]=2)[CH2:6][O:5][CH2:4]1.[OH-].[Na+], predict the reaction product. The product is: [NH2:1][CH2:2][C:3]1([CH2:7][NH:8][C:9]2[C:18]3[C:13](=[CH:14][CH:15]=[C:16]([C:19]([OH:21])=[O:20])[CH:17]=3)[N:12]=[C:11]([N:23]3[CH2:29][C:28]4[CH:30]=[CH:31][CH:32]=[CH:33][C:27]=4[S:26](=[O:35])(=[O:34])[CH2:25][CH2:24]3)[CH:10]=2)[CH2:4][O:5][CH2:6]1.